From a dataset of Catalyst prediction with 721,799 reactions and 888 catalyst types from USPTO. Predict which catalyst facilitates the given reaction. (1) Reactant: [C:1]([C:3]1[CH:4]=[C:5]([CH:38]([CH3:40])[CH3:39])[C:6]2[O:10][C:9]([C:11]3[CH:36]=[CH:35][C:14]([C:15]([NH:17][CH2:18][C:19]4([CH3:34])[O:23][C:22](=[O:24])[N:21](CC5C=CC(OC)=CC=5)[CH2:20]4)=[O:16])=[CH:13][CH:12]=3)=[N:8][C:7]=2[CH:37]=1)#[N:2]. Product: [C:1]([C:3]1[CH:4]=[C:5]([CH:38]([CH3:40])[CH3:39])[C:6]2[O:10][C:9]([C:11]3[CH:36]=[CH:35][C:14]([C:15]([NH:17][CH2:18][C:19]4([CH3:34])[O:23][C:22](=[O:24])[NH:21][CH2:20]4)=[O:16])=[CH:13][CH:12]=3)=[N:8][C:7]=2[CH:37]=1)#[N:2]. The catalyst class is: 47. (2) Reactant: [N:1]([O-])=O.[Na+].[F:5][C:6]1[CH:12]=[C:11]([I:13])[CH:10]=[CH:9][C:7]=1[NH2:8].Cl.[CH3:15][O:16][CH2:17][C:18](=[O:24])[CH2:19][C:20]([O:22][CH3:23])=[O:21].CC([O-])=O.[Na+]. Product: [F:5][C:6]1[CH:12]=[C:11]([I:13])[CH:10]=[CH:9][C:7]=1[NH:8][N:1]=[C:19]([C:18](=[O:24])[CH2:17][O:16][CH3:15])[C:20]([O:22][CH3:23])=[O:21]. The catalyst class is: 72. (3) Reactant: [CH3:1][C:2]1[CH:23]=[CH:22][C:21]([N+:24]([O-])=O)=[CH:20][C:3]=1[C:4]([N:6]1[CH2:11][CH2:10][CH:9]([C:12]2[CH:19]=[CH:18][C:15]([C:16]#[N:17])=[CH:14][CH:13]=2)[CH2:8][CH2:7]1)=[O:5].CCOC(C)=O. Product: [NH2:24][C:21]1[CH:22]=[CH:23][C:2]([CH3:1])=[C:3]([CH:20]=1)[C:4]([N:6]1[CH2:11][CH2:10][CH:9]([C:12]2[CH:13]=[CH:14][C:15]([C:16]#[N:17])=[CH:18][CH:19]=2)[CH2:8][CH2:7]1)=[O:5]. The catalyst class is: 791.